From a dataset of Forward reaction prediction with 1.9M reactions from USPTO patents (1976-2016). Predict the product of the given reaction. Given the reactants S(=O)(=O)(O)O.Cl[CH2:7][CH2:8][C:9]([C:11]1[CH:12]=[CH:13][C:14]2[N:15]([CH2:29][CH2:30][NH:31][S:32]([C:35]3[CH:40]=[CH:39][CH:38]=[CH:37][C:36]=3[N+:41]([O-:43])=[O:42])(=[O:34])=[O:33])[C:16]3[C:21]([C:22]=2[CH:23]=1)=[CH:20][C:19]([C:24](=[O:28])[CH2:25][CH2:26]Cl)=[CH:18][CH:17]=3)=[O:10], predict the reaction product. The product is: [O:10]=[C:9]1[C:11]2[CH:12]=[CH:13][C:14]3[N:15]([CH2:29][CH2:30][NH:31][S:32]([C:35]4[CH:40]=[CH:39][CH:38]=[CH:37][C:36]=4[N+:41]([O-:43])=[O:42])(=[O:34])=[O:33])[C:16]4[CH:17]=[CH:18][C:19]5[C:24](=[O:28])[CH2:25][CH2:26][C:20]=5[C:21]=4[C:22]=3[C:23]=2[CH2:7][CH2:8]1.